Task: Predict the reaction yield, written as a fraction of the theoretical maximum amount of product (1.0 means a 100% yield; for example, 0.34 means a 34% yield).. Dataset: Reaction yield outcomes from USPTO patents with 853,638 reactions (1) The reactants are [NH2:1][C:2]1[C:11]2[C:6](=[C:7]([Br:12])[CH:8]=[CH:9][CH:10]=2)[N:5]=[N:4][C:3]=1[C:13]([OH:15])=O.C1N=CN(C(N2C=NC=C2)=O)C=1.[CH2:28]([NH2:31])[CH:29]=[CH2:30]. The catalyst is CN(C)C=O. The product is [CH2:28]([NH:31][C:13]([C:3]1[N:4]=[N:5][C:6]2[C:11]([C:2]=1[NH2:1])=[CH:10][CH:9]=[CH:8][C:7]=2[Br:12])=[O:15])[CH:29]=[CH2:30]. The yield is 0.730. (2) The reactants are [C:1]([O:5][C:6]([NH:8][CH:9]([CH2:16]OS(C)(=O)=O)[C:10]([O:12][CH:13]([CH3:15])[CH3:14])=[O:11])=[O:7])([CH3:4])([CH3:3])[CH3:2].[C:22]1([CH3:32])[CH:27]=[CH:26][CH:25]=[CH:24][C:23]=1[CH2:28][C:29](=[O:31])[CH3:30].C([O-])([O-])=O.[Cs+].[Cs+]. The catalyst is C1COCC1.CS(C)=O. The product is [C:1]([O:5][C:6]([NH:8][CH:9]([CH2:16][CH:28]([C:23]1[CH:24]=[CH:25][CH:26]=[CH:27][C:22]=1[CH3:32])[C:29](=[O:31])[CH3:30])[C:10]([O:12][CH:13]([CH3:14])[CH3:15])=[O:11])=[O:7])([CH3:2])([CH3:3])[CH3:4]. The yield is 0.650. (3) The yield is 0.368. The catalyst is CO. The product is [NH:12]1[CH:11]=[C:15]([C:16]2[CH:21]=[C:20]([C:22]([NH2:24])=[O:23])[CH:19]=[CH:18][N:17]=2)[N:25]=[CH:13]1. The reactants are CC1C=CC(S([CH:11]2[CH:15]([C:16]3[CH:21]=[C:20]([C:22]([NH2:24])=[O:23])[CH:19]=[CH:18][N:17]=3)O[CH:13]=[N:12]2)(=O)=O)=CC=1.[NH3:25]. (4) The reactants are [CH:1]1[C:10]2[C:5](=[CH:6][CH:7]=[CH:8][CH:9]=2)[CH:4]=[CH:3][C:2]=1[NH:11][S:12]([C:15]1[CH:16]=[C:17]([CH:21]=[CH:22][C:23]([OH:25])=O)[CH:18]=[CH:19][CH:20]=1)(=[O:14])=[O:13].[Cl:26]CCl. The catalyst is CN(C)C=O. The product is [CH:1]1[C:10]2[C:5](=[CH:6][CH:7]=[CH:8][CH:9]=2)[CH:4]=[CH:3][C:2]=1[NH:11][S:12]([C:15]1[CH:16]=[C:17]([CH:21]=[CH:22][C:23]([Cl:26])=[O:25])[CH:18]=[CH:19][CH:20]=1)(=[O:14])=[O:13]. The yield is 0.950. (5) The reactants are [O:1]1[C:7]2[CH:8]=[CH:9][CH:10]=[CH:11][C:6]=2[NH:5][CH2:4][CH2:3][CH2:2]1.[C:12](O[C:12]([O:14][C:15]([CH3:18])([CH3:17])[CH3:16])=[O:13])([O:14][C:15]([CH3:18])([CH3:17])[CH3:16])=[O:13]. The catalyst is C(Cl)Cl.[OH-].[Na+].C(OCC)(=O)C. The product is [O:1]1[C:7]2[CH:8]=[CH:9][CH:10]=[CH:11][C:6]=2[N:5]([C:12]([O:14][C:15]([CH3:18])([CH3:17])[CH3:16])=[O:13])[CH2:4][CH2:3][CH2:2]1. The yield is 0.530.